This data is from Full USPTO retrosynthesis dataset with 1.9M reactions from patents (1976-2016). The task is: Predict the reactants needed to synthesize the given product. (1) Given the product [CH3:1][C:2]([CH2:10][CH2:11][CH2:12][CH:13]([CH3:25])[CH2:14][CH2:15][CH2:16][CH:17]([CH3:24])[CH2:18][CH2:19][CH2:20][CH:21]([CH3:23])[CH3:22])=[CH:3][CH2:4][CH2:5][C:6]([O:8][CH2:9][C:28]([CH2:31][OH:32])([CH2:29][OH:30])[CH2:27][OH:26])=[O:7], predict the reactants needed to synthesize it. The reactants are: [CH3:1][C:2]([CH2:10][CH2:11][CH2:12][CH:13]([CH3:25])[CH2:14][CH2:15][CH2:16][CH:17]([CH3:24])[CH2:18][CH2:19][CH2:20][CH:21]([CH3:23])[CH3:22])=[CH:3][CH2:4][CH2:5][C:6]([O:8][CH3:9])=[O:7].[OH:26][CH2:27][C:28](CO)([CH2:31][OH:32])[CH2:29][OH:30].C(=O)([O-])[O-].[K+].[K+].C(O)=O. (2) Given the product [OH:26][CH:23]1[CH2:22][CH2:21][N:20]([S:17]([C:4]2[S:3][CH:2]=[C:6]([C:7]3[S:11][C:10]([NH:12][C:13](=[O:15])[CH3:14])=[N:9][C:8]=3[CH3:16])[CH:5]=2)(=[O:19])=[O:18])[CH2:25][CH2:24]1, predict the reactants needed to synthesize it. The reactants are: Br[C:2]1[S:3][C:4]([S:17]([N:20]2[CH2:25][CH2:24][CH:23]([OH:26])[CH2:22][CH2:21]2)(=[O:19])=[O:18])=[CH:5][C:6]=1[C:7]1[S:11][C:10]([NH:12][C:13](=[O:15])[CH3:14])=[N:9][C:8]=1[CH3:16].C([Li])CCC. (3) Given the product [C:1]([O:5][C:6](=[O:7])[NH:8][CH:9]([C:14]1[CH:19]=[CH:18][CH:17]=[CH:16][CH:15]=1)[CH2:10][CH2:11][OH:12])([CH3:4])([CH3:2])[CH3:3], predict the reactants needed to synthesize it. The reactants are: [C:1]([O:5][C:6]([NH:8][CH:9]([C:14]1[CH:19]=[CH:18][CH:17]=[CH:16][CH:15]=1)[CH2:10][C:11](O)=[O:12])=[O:7])([CH3:4])([CH3:3])[CH3:2].ClC(OC)=O.[BH4-].[Na+].Cl. (4) Given the product [Cl:20][C:9]1[CH:8]=[CH:7][N:6]=[C:5]2[NH:1][CH:2]=[CH:3][C:4]=12, predict the reactants needed to synthesize it. The reactants are: [NH:1]1[C:5]2=[N+:6]([O-])[CH:7]=[CH:8][CH:9]=[C:4]2[CH:3]=[CH:2]1.CN(C)C=O.CS([Cl:20])(=O)=O.[OH-].[Na+].